This data is from Forward reaction prediction with 1.9M reactions from USPTO patents (1976-2016). The task is: Predict the product of the given reaction. Given the reactants [OH:1][C:2]1[CH:3]=[CH:4][C:5]2[N:6]([N:9]=[CH:10][C:11]=2[C:12]([O:14]C)=[O:13])[C:7]=1[CH3:8].[OH:16][C:17]([CH3:33])([CH3:32])[CH2:18]OC1C=CC2N(N=CC=2C(O)=O)C=1.O1CC1, predict the reaction product. The product is: [OH:16][C:17]([CH3:33])([CH3:32])[CH2:18][O:1][C:2]1[CH:3]=[CH:4][C:5]2[N:6]([N:9]=[CH:10][C:11]=2[C:12]([OH:14])=[O:13])[C:7]=1[CH3:8].